The task is: Predict which catalyst facilitates the given reaction.. This data is from Catalyst prediction with 721,799 reactions and 888 catalyst types from USPTO. (1) Reactant: C([O-])([O-])=O.[Na+].[Na+].[N:7]1[CH:12]=[CH:11][C:10](B(O)O)=[CH:9][CH:8]=1.[CH2:16]([O:23][C:24]1[CH:39]=[CH:38][C:37](Br)=[CH:36][C:25]=1[C:26]([O:28][CH2:29][C:30]1[CH:35]=[CH:34][CH:33]=[CH:32][CH:31]=1)=[O:27])[C:17]1[CH:22]=[CH:21][CH:20]=[CH:19][CH:18]=1. Product: [C:17]1([CH2:16][O:23][C:24]2[CH:39]=[CH:38][C:37]([C:10]3[CH:11]=[CH:12][N:7]=[CH:8][CH:9]=3)=[CH:36][C:25]=2[C:26]([O:28][CH2:29][C:30]2[CH:31]=[CH:32][CH:33]=[CH:34][CH:35]=2)=[O:27])[CH:22]=[CH:21][CH:20]=[CH:19][CH:18]=1. The catalyst class is: 70. (2) Reactant: [CH:1]([C:3]1[CH:8]=[CH:7][N:6]=[C:5]([NH2:9])[CH:4]=1)=[CH2:2]. Product: [CH2:1]([C:3]1[CH:8]=[CH:7][N:6]=[C:5]([NH2:9])[CH:4]=1)[CH3:2]. The catalyst class is: 45. (3) Reactant: Br[CH2:2][C:3]1[CH:4]=[CH:5][C:6]2[O:10][CH:9]=[CH:8][C:7]=2[CH:11]=1.[N-:12]=[N+:13]=[N-:14].[Na+].O. Product: [N:12]([CH2:2][C:3]1[CH:4]=[CH:5][C:6]2[O:10][CH:9]=[CH:8][C:7]=2[CH:11]=1)=[N+:13]=[N-:14]. The catalyst class is: 9. (4) Reactant: [CH:1]1([C:7]2[C:15]3[C:10](=[CH:11][CH:12]=[C:13]([N+:16]([O-:18])=[O:17])[CH:14]=3)[NH:9][CH:8]=2)[CH2:6][CH2:5][CH2:4][CH2:3][CH2:2]1.[CH3:19]C(C)([O-])C.[K+].CI.O. Product: [CH:1]1([C:7]2[C:15]3[C:10](=[CH:11][CH:12]=[C:13]([N+:16]([O-:18])=[O:17])[CH:14]=3)[N:9]([CH3:19])[CH:8]=2)[CH2:2][CH2:3][CH2:4][CH2:5][CH2:6]1. The catalyst class is: 9. (5) Reactant: [H-].[Na+].[CH2:3]([OH:6])[CH2:4][OH:5].[Br:7][C:8]1[CH:17]=[C:16]2[C:11]([N:12]=[CH:13][C:14](Cl)=[N:15]2)=[CH:10][CH:9]=1. The catalyst class is: 3. Product: [Br:7][C:8]1[CH:17]=[C:16]2[C:11]([N:12]=[CH:13][C:14]([O:5][CH2:4][CH2:3][OH:6])=[N:15]2)=[CH:10][CH:9]=1. (6) Reactant: [CH2:1](OC1C=CC(C#C[Si](C)(C)C)=CC=1)[CH2:2][CH2:3][CH2:4][CH2:5][CH2:6][CH2:7][CH2:8][CH2:9][CH2:10][CH2:11][CH3:12].[OH-:26].[Na+].O.[CH2:29]1[CH2:33]O[CH2:31][CH2:30]1. Product: [CH2:12]([O:26][C:31]#[C:30][C:29]1[CH:33]=[CH:4][CH:3]=[CH:2][CH:1]=1)[CH2:11][CH2:10][CH2:9][CH2:8][CH2:7][CH2:6][CH2:5][CH2:4][CH2:3][CH2:2][CH3:1]. The catalyst class is: 5. (7) Reactant: [Cl:1][C:2]1[CH:7]=[C:6]([C:8](O)([CH3:10])[CH3:9])[CH:5]=[CH:4][N:3]=1.C(N(S(F)(F)[F:18])CC)C.C(=O)([O-])O.[Na+]. Product: [Cl:1][C:2]1[CH:7]=[C:6]([C:8]([F:18])([CH3:10])[CH3:9])[CH:5]=[CH:4][N:3]=1. The catalyst class is: 46. (8) Reactant: [C:1]1(=[O:8])[CH2:7][CH2:6][CH2:5][CH2:4][CH2:3][CH2:2]1.[Li+].C[Si]([N-][Si](C)(C)C)(C)C.Br[CH2:20][C:21]([O:23][CH3:24])=[O:22].C(OCC)(=O)C. Product: [CH3:24][O:23][C:21]([CH2:20][CH:2]1[CH2:3][CH2:4][CH2:5][CH2:6][CH2:7][C:1]1=[O:8])=[O:22]. The catalyst class is: 1.